This data is from Catalyst prediction with 721,799 reactions and 888 catalyst types from USPTO. The task is: Predict which catalyst facilitates the given reaction. (1) Reactant: [H-].[Na+].[N:3]1([C:8]2[CH:13]=[CH:12][CH:11]=[CH:10][C:9]=2[NH:14][C:15]([C:17]2[C:29]3[C:28](=[O:30])[C:27]4[C:22](=[CH:23][CH:24]=[CH:25][CH:26]=4)[C:21]=3[CH:20]=[CH:19][CH:18]=2)=[O:16])[CH:7]=[CH:6][CH:5]=[N:4]1.[CH3:31]I. Product: [CH3:31][N:14]([C:9]1[CH:10]=[CH:11][CH:12]=[CH:13][C:8]=1[N:3]1[CH:7]=[CH:6][CH:5]=[N:4]1)[C:15]([C:17]1[C:29]2[C:28](=[O:30])[C:27]3[C:22](=[CH:23][CH:24]=[CH:25][CH:26]=3)[C:21]=2[CH:20]=[CH:19][CH:18]=1)=[O:16]. The catalyst class is: 1. (2) Reactant: [CH2:1]1[C@@H:3]2[C@H:4]3[C@@H:9]4[C:10]([N:12]([NH:15][C:16]([C:18]5[CH:23]=[CH:22][C:21]([C:24]([F:27])([F:26])[F:25])=[CH:20][CH:19]=5)=[O:17])[C:13](=[O:14])[C@@H:8]4[C@@H:7]([C@H:2]12)[CH:6]=[CH:5]3)=[O:11].O. Product: [CH:19]1[C:18]([C:16]([NH:15][N:12]2[C:10](=[O:11])[C@@H:9]3[CH:4]4[C@@H:3]5[CH2:1][C@@H:2]5[CH:7]([C@@H:8]3[C:13]2=[O:14])[CH:6]=[CH:5]4)=[O:17])=[CH:23][CH:22]=[C:21]([C:24]([F:26])([F:25])[F:27])[CH:20]=1. The catalyst class is: 5.